From a dataset of NCI-60 drug combinations with 297,098 pairs across 59 cell lines. Regression. Given two drug SMILES strings and cell line genomic features, predict the synergy score measuring deviation from expected non-interaction effect. (1) Drug 1: CCC1(CC2CC(C3=C(CCN(C2)C1)C4=CC=CC=C4N3)(C5=C(C=C6C(=C5)C78CCN9C7C(C=CC9)(C(C(C8N6C)(C(=O)OC)O)OC(=O)C)CC)OC)C(=O)OC)O.OS(=O)(=O)O. Drug 2: C(CC(=O)O)C(=O)CN.Cl. Cell line: SNB-75. Synergy scores: CSS=5.35, Synergy_ZIP=-1.08, Synergy_Bliss=0.663, Synergy_Loewe=3.01, Synergy_HSA=1.16. (2) Drug 1: CC1=C(C=C(C=C1)NC2=NC=CC(=N2)N(C)C3=CC4=NN(C(=C4C=C3)C)C)S(=O)(=O)N.Cl. Drug 2: CC1CCCC2(C(O2)CC(NC(=O)CC(C(C(=O)C(C1O)C)(C)C)O)C(=CC3=CSC(=N3)C)C)C. Cell line: NCIH23. Synergy scores: CSS=-4.38, Synergy_ZIP=-0.284, Synergy_Bliss=-5.52, Synergy_Loewe=-6.54, Synergy_HSA=-6.81. (3) Drug 1: CC1=C(C(=O)C2=C(C1=O)N3CC4C(C3(C2COC(=O)N)OC)N4)N. Drug 2: C(CN)CNCCSP(=O)(O)O. Cell line: BT-549. Synergy scores: CSS=21.3, Synergy_ZIP=0.509, Synergy_Bliss=1.41, Synergy_Loewe=-18.3, Synergy_HSA=1.87. (4) Drug 1: CC(C1=C(C=CC(=C1Cl)F)Cl)OC2=C(N=CC(=C2)C3=CN(N=C3)C4CCNCC4)N. Drug 2: C1=CC(=C2C(=C1NCCNCCO)C(=O)C3=C(C=CC(=C3C2=O)O)O)NCCNCCO. Cell line: SF-539. Synergy scores: CSS=52.3, Synergy_ZIP=11.1, Synergy_Bliss=10.7, Synergy_Loewe=-2.73, Synergy_HSA=11.4.